Dataset: Full USPTO retrosynthesis dataset with 1.9M reactions from patents (1976-2016). Task: Predict the reactants needed to synthesize the given product. (1) Given the product [C:20]([Si:23]([CH3:25])([CH3:24])[O:9][CH2:8][CH2:7][O:6][C:5]1[CH:10]=[CH:11][CH:12]=[CH:13][C:4]=1[N+:1]([O-:3])=[O:2])([CH3:22])([CH3:21])[CH3:19], predict the reactants needed to synthesize it. The reactants are: [N+:1]([C:4]1[CH:13]=[CH:12][CH:11]=[CH:10][C:5]=1[O:6][CH2:7][CH2:8][OH:9])([O-:3])=[O:2].N1C=CN=C1.[CH3:19][C:20]([Si:23](Cl)([CH3:25])[CH3:24])([CH3:22])[CH3:21]. (2) The reactants are: [NH2:1][C:2]1[CH:3]=[C:4]2[C:8](=[CH:9][CH:10]=1)[NH:7][N:6]=[C:5]2[C:11]1[NH:12][C:13]2[C:14]([N:27]=1)=[CH:15][C:16]1[C:17]([CH3:26])([CH3:25])[C:18](=[O:24])[N:19]([CH2:22][CH3:23])[C:20]=1[CH:21]=2.Cl.[CH2:29](Cl)[C:30]1[CH:35]=[CH:34][CH:33]=[N:32][CH:31]=1.C(N(C(C)C)CC)(C)C.[OH-:46].[K+]. Given the product [CH2:22]([N:19]1[C:20]2[CH:21]=[C:13]3[N:12]=[C:11]([C:5]4[C:4]5[C:8](=[CH:9][CH:10]=[C:2]([NH:1][C:29](=[O:46])[C:30]6[CH:35]=[CH:34][CH:33]=[N:32][CH:31]=6)[CH:3]=5)[NH:7][N:6]=4)[NH:27][C:14]3=[CH:15][C:16]=2[C:17]([CH3:26])([CH3:25])[C:18]1=[O:24])[CH3:23], predict the reactants needed to synthesize it. (3) Given the product [CH3:1][N:2]([CH2:4][C:5]1[CH:6]=[C:7]2[C:11](=[CH:12][CH:13]=1)[NH:10][C:9]([C:14]([F:16])([F:15])[F:17])=[C:8]2[C:18]1[C:19](=[O:20])[NH:21][C:24](=[O:23])[C:25]=1[C:27]1[C:35]2[C:30](=[CH:31][CH:32]=[CH:33][CH:34]=2)[NH:29][CH:28]=1)[CH3:3], predict the reactants needed to synthesize it. The reactants are: [CH3:1][N:2]([CH2:4][C:5]1[CH:6]=[C:7]2[C:11](=[CH:12][CH:13]=1)[NH:10][C:9]([C:14]([F:17])([F:16])[F:15])=[C:8]2[CH2:18][C:19]([NH2:21])=[O:20])[CH3:3].C[O:23][C:24](=O)[C:25]([C:27]1[C:35]2[C:30](=[CH:31][CH:32]=[CH:33][CH:34]=2)[NH:29][CH:28]=1)=O.CC([O-])(C)C.[K+].C1CCN2C(=NCCC2)CC1. (4) Given the product [Cl:1][C:2]1[C:3]([F:30])=[C:4]([C:5]([O:26][CH3:27])=[C:6]([CH:8]([NH:10][C:11]2[N:19]=[CH:18][N:17]=[C:16]3[C:12]=2[N:13]=[CH:14][N:15]3[CH:20]2[CH2:25][CH2:24][CH2:23][CH2:22][O:21]2)[CH3:9])[CH:7]=1)[CH:28]=[O:32], predict the reactants needed to synthesize it. The reactants are: [Cl:1][C:2]1[C:3]([F:30])=[C:4]([CH:28]=C)[C:5]([O:26][CH3:27])=[C:6]([CH:8]([NH:10][C:11]2[N:19]=[CH:18][N:17]=[C:16]3[C:12]=2[N:13]=[CH:14][N:15]3[CH:20]2[CH2:25][CH2:24][CH2:23][CH2:22][O:21]2)[CH3:9])[CH:7]=1.I([O-])(=O)(=O)=[O:32].[Na+]. (5) Given the product [O:1]1[C:6]2[CH:7]=[CH:8][C:9]([C:11]([C:19]3[C:27]4[C:22](=[C:23]([CH2:28][S:29][CH3:30])[CH:24]=[CH:25][CH:26]=4)[NH:21][CH:20]=3)([CH3:18])[CH2:12][CH2:13][OH:14])=[CH:10][C:5]=2[O:4][CH2:3][CH2:2]1, predict the reactants needed to synthesize it. The reactants are: [O:1]1[C:6]2[CH:7]=[CH:8][C:9]([C:11]([C:19]3[C:27]4[C:22](=[C:23]([CH2:28][S:29][CH3:30])[CH:24]=[CH:25][CH:26]=4)[NH:21][CH:20]=3)([CH3:18])[CH2:12][C:13](OCC)=[O:14])=[CH:10][C:5]=2[O:4][CH2:3][CH2:2]1.[H-].[Al+3].[Li+].[H-].[H-].[H-].O.C(#N)C. (6) Given the product [F:1][C:2]1[CH:7]=[CH:6][C:5]([N:8]2[C:12]([C:13]3[CH:23]=[C:22]([CH2:24][OH:25])[C:16]4[O:17][CH2:18][C:19](=[O:21])[NH:20][C:15]=4[CH:14]=3)=[CH:11][C:10]([C:28]([F:31])([F:29])[F:30])=[N:9]2)=[C:4]([CH3:32])[CH:3]=1, predict the reactants needed to synthesize it. The reactants are: [F:1][C:2]1[CH:7]=[CH:6][C:5]([N:8]2[C:12]([C:13]3[CH:23]=[C:22]([C:24](OC)=[O:25])[C:16]4[O:17][CH2:18][C:19](=[O:21])[NH:20][C:15]=4[CH:14]=3)=[CH:11][C:10]([C:28]([F:31])([F:30])[F:29])=[N:9]2)=[C:4]([CH3:32])[CH:3]=1.[H-].[Al+3].[Li+].[H-].[H-].[H-].O. (7) Given the product [CH3:10][O:11][C:12](=[O:22])[C:13]1[CH:18]=[CH:17][C:16]([CH2:19][NH:1][C:2]2[CH:7]=[CH:6][C:5]([OH:8])=[CH:4][C:3]=2[F:9])=[CH:15][C:14]=1[CH3:21], predict the reactants needed to synthesize it. The reactants are: [NH2:1][C:2]1[CH:7]=[CH:6][C:5]([OH:8])=[CH:4][C:3]=1[F:9].[CH3:10][O:11][C:12](=[O:22])[C:13]1[CH:18]=[CH:17][C:16]([CH:19]=O)=[CH:15][C:14]=1[CH3:21].C(O[BH-](OC(=O)C)OC(=O)C)(=O)C.[Na+]. (8) Given the product [CH3:34][O:33][C:26]1[CH:27]=[CH:28][CH:29]=[C:30]2[C:25]=1[NH:24][C:23]([C:21]([NH:20][C:17]1[CH:16]=[CH:15][C:14]([N:11]3[CH2:10][CH2:9][N:8]([C:6]([C@H:42]4[CH2:43][CH2:44][C@H:39]([C:37]([OH:38])=[O:36])[CH2:40][CH2:41]4)=[O:7])[CH2:13][CH2:12]3)=[CH:19][CH:18]=1)=[O:22])=[C:31]2[CH3:32], predict the reactants needed to synthesize it. The reactants are: C(O[C:6]([N:8]1[CH2:13][CH2:12][N:11]([C:14]2[CH:19]=[CH:18][C:17]([NH:20][C:21]([C:23]3[NH:24][C:25]4[C:30]([C:31]=3[CH3:32])=[CH:29][CH:28]=[CH:27][C:26]=4[O:33][CH3:34])=[O:22])=[CH:16][CH:15]=2)[CH2:10][CH2:9]1)=[O:7])(C)(C)C.C[O:36][C:37]([C@H:39]1[CH2:44][CH2:43][C@H:42](C(O)=O)[CH2:41][CH2:40]1)=[O:38].O[Li].O. (9) Given the product [N:38]1[C:47]2[C:42](=[CH:43][CH:44]=[CH:45][CH:46]=2)[CH:41]=[C:40]([C:2]2[N:3]=[C:4]3[C:10]4[CH:11]=[CH:12][CH:13]=[CH:14][C:9]=4[NH:8][C:7]4[N:15]=[CH:16][CH:17]=[CH:18][C:6]=4[N:5]3[C:19]=2[C:20]2[CH:25]=[CH:24][C:23]([C:26]3([NH2:30])[CH2:29][CH2:28][CH2:27]3)=[CH:22][CH:21]=2)[CH:39]=1, predict the reactants needed to synthesize it. The reactants are: Br[C:2]1[N:3]=[C:4]2[C:10]3[CH:11]=[CH:12][CH:13]=[CH:14][C:9]=3[NH:8][C:7]3[N:15]=[CH:16][CH:17]=[CH:18][C:6]=3[N:5]2[C:19]=1[C:20]1[CH:25]=[CH:24][C:23]([C:26]2([NH:30]C(=O)OC(C)(C)C)[CH2:29][CH2:28][CH2:27]2)=[CH:22][CH:21]=1.[N:38]1[C:47]2[C:42](=[CH:43][CH:44]=[CH:45][CH:46]=2)[CH:41]=[C:40](B(O)O)[CH:39]=1.[O-]P([O-])([O-])=O.[K+].[K+].[K+].